Dataset: Full USPTO retrosynthesis dataset with 1.9M reactions from patents (1976-2016). Task: Predict the reactants needed to synthesize the given product. (1) Given the product [CH3:1][O:2][C:3](=[O:12])[C:4]1[CH:9]=[CH:8][C:7]([O:10][CH2:21][C:22]2[CH:27]=[CH:26][CH:25]=[CH:24][N:23]=2)=[CH:6][C:5]=1[CH3:11], predict the reactants needed to synthesize it. The reactants are: [CH3:1][O:2][C:3](=[O:12])[C:4]1[CH:9]=[CH:8][C:7]([OH:10])=[CH:6][C:5]=1[CH3:11].C([O-])([O-])=O.[K+].[K+].Cl.Cl[CH2:21][C:22]1[CH:27]=[CH:26][CH:25]=[CH:24][N:23]=1.Cl. (2) Given the product [F:30][C:26]1[CH:25]=[C:24]([N:8]2[C:9](=[O:23])[C:10]3[C:15]([C:16]4[CH:21]=[CH:20][CH:19]=[CH:18][C:17]=4[F:22])=[CH:14][S:13][C:11]=3[N:12]=[C:7]2[S:6][CH2:5][C:4]([NH2:32])=[O:3])[CH:29]=[CH:28][CH:27]=1, predict the reactants needed to synthesize it. The reactants are: C([O:3][C:4](=O)[CH2:5][S:6][C:7]1[N:8]([C:24]2[CH:29]=[CH:28][CH:27]=[C:26]([F:30])[CH:25]=2)[C:9](=[O:23])[C:10]2[C:15]([C:16]3[CH:21]=[CH:20][CH:19]=[CH:18][C:17]=3[F:22])=[CH:14][S:13][C:11]=2[N:12]=1)C.[NH3:32]. (3) The reactants are: [Cl:1][C:2]1[C:7]([CH:8]=[O:9])=[C:6]([Cl:10])[N:5]=[CH:4][N:3]=1.[CH2:11](O)[CH2:12][OH:13].C1(C)C=CC(S(O)(=O)=O)=CC=1. Given the product [Cl:1][C:2]1[C:7]([CH:8]2[O:13][CH2:12][CH2:11][O:9]2)=[C:6]([Cl:10])[N:5]=[CH:4][N:3]=1, predict the reactants needed to synthesize it.